Task: Predict the reactants needed to synthesize the given product.. Dataset: Full USPTO retrosynthesis dataset with 1.9M reactions from patents (1976-2016) (1) Given the product [CH2:14]([N:21]1[CH2:26][CH2:25][N:24]([C:5](=[O:7])[C:4]2[CH:8]=[C:9]([Cl:11])[CH:10]=[C:2]([Cl:1])[CH:3]=2)[C@H:23]([CH2:27][C:28]2[CH:33]=[CH:32][C:31]([CH3:34])=[C:30]([CH3:35])[CH:29]=2)[CH2:22]1)[C:15]1[CH:16]=[CH:17][CH:18]=[CH:19][CH:20]=1, predict the reactants needed to synthesize it. The reactants are: [Cl:1][C:2]1[CH:3]=[C:4]([CH:8]=[C:9]([Cl:11])[CH:10]=1)[C:5]([OH:7])=O.Cl.Cl.[CH2:14]([N:21]1[CH2:26][CH2:25][NH:24][C@H:23]([CH2:27][C:28]2[CH:33]=[CH:32][C:31]([CH3:34])=[C:30]([CH3:35])[CH:29]=2)[CH2:22]1)[C:15]1[CH:20]=[CH:19][CH:18]=[CH:17][CH:16]=1.C(N(CC)CC)C.[I-].ClC1C=CC=C[N+]=1C. (2) Given the product [N:1]([C:4]1[C:12]([C:13]([F:16])([F:15])[F:14])=[CH:11][CH:10]=[CH:9][C:5]=1[C:6]([NH:17][C:18]1[CH:23]=[CH:22][CH:21]=[CH:20][CH:19]=1)=[O:8])=[N+:2]=[N-:3], predict the reactants needed to synthesize it. The reactants are: [N:1]([C:4]1[C:12]([C:13]([F:16])([F:15])[F:14])=[CH:11][CH:10]=[CH:9][C:5]=1[C:6]([OH:8])=O)=[N+:2]=[N-:3].[NH2:17][C:18]1[CH:23]=[CH:22][CH:21]=[CH:20][CH:19]=1.C([O-])(O)=O.[Na+]. (3) Given the product [Br:1][C:2]1[C:3]([N:17]2[CH2:21][CH2:20][C@@H:19]([NH:22][C:23](=[O:29])[O:24][C:25]([CH3:27])([CH3:26])[CH3:28])[CH2:18]2)=[C:4]2[C:10]([NH:11][C:12](=[O:15])[CH2:13][OH:14])=[CH:9][NH:8][C:5]2=[N:6][CH:7]=1, predict the reactants needed to synthesize it. The reactants are: [Br:1][C:2]1[C:3](F)=[C:4]2[C:10]([NH:11][C:12](=[O:15])[CH2:13][OH:14])=[CH:9][NH:8][C:5]2=[N:6][CH:7]=1.[NH:17]1[CH2:21][CH2:20][C@@H:19]([NH:22][C:23](=[O:29])[O:24][C:25]([CH3:28])([CH3:27])[CH3:26])[CH2:18]1.CCN(C(C)C)C(C)C.CC#N.O. (4) Given the product [NH2:2][CH:5]([C:9]1[N:21]([CH2:22][C:23]2[CH:28]=[CH:27][CH:26]=[CH:25][CH:24]=2)[C:20](=[O:29])[C:19]2[S:18][C:17]3[N:16]=[CH:15][CH:14]=[CH:13][C:12]=3[C:11]=2[N:10]=1)[CH:6]([CH3:7])[CH3:8], predict the reactants needed to synthesize it. The reactants are: O.[N:2]([CH:5]([C:9]1[N:21]([CH2:22][C:23]2[CH:28]=[CH:27][CH:26]=[CH:25][CH:24]=2)[C:20](=[O:29])[C:19]2[S:18][C:17]3[N:16]=[CH:15][CH:14]=[CH:13][C:12]=3[C:11]=2[N:10]=1)[CH:6]([CH3:8])[CH3:7])=[N+]=[N-].C1(P(C2C=CC=CC=2)C2C=CC=CC=2)C=CC=CC=1.